This data is from TCR-epitope binding with 47,182 pairs between 192 epitopes and 23,139 TCRs. The task is: Binary Classification. Given a T-cell receptor sequence (or CDR3 region) and an epitope sequence, predict whether binding occurs between them. (1) Result: 0 (the TCR does not bind to the epitope). The epitope is ILHCANFNV. The TCR CDR3 sequence is CASSQVLAGSSYNEQFF. (2) The epitope is ALSKGVHFV. The TCR CDR3 sequence is CASSLEGFADTQYF. Result: 1 (the TCR binds to the epitope). (3) The epitope is KLFIRQEEV. The TCR CDR3 sequence is CASSLGAGTSSYEQYF. Result: 0 (the TCR does not bind to the epitope). (4) The epitope is HTTDPSFLGRY. The TCR CDR3 sequence is CASSLPDRGEKLFF. Result: 1 (the TCR binds to the epitope). (5) The epitope is VLWAHGFEL. The TCR CDR3 sequence is CASSLNQLAGGGGTQYF. Result: 0 (the TCR does not bind to the epitope). (6) The epitope is KAYNVTQAF. The TCR CDR3 sequence is CASSTQAGGETQYF. Result: 1 (the TCR binds to the epitope).